From a dataset of Forward reaction prediction with 1.9M reactions from USPTO patents (1976-2016). Predict the product of the given reaction. (1) The product is: [CH3:8][N:4]1[C:3](=[O:9])[C:2]([NH:1][C:31]([N:22]2[CH2:23][CH2:24][CH:19]([O:18][C:17]3[CH:25]=[C:13]([CH:10]([CH3:12])[CH3:11])[CH:14]=[CH:15][C:16]=3[CH3:26])[CH2:20][CH2:21]2)=[O:32])=[CH:7][CH:6]=[N:5]1. Given the reactants [NH2:1][C:2]1[C:3](=[O:9])[N:4]([CH3:8])[N:5]=[CH:6][CH:7]=1.[CH:10]([C:13]1[CH:14]=[CH:15][C:16]([CH3:26])=[C:17]([CH:25]=1)[O:18][CH:19]1[CH2:24][CH2:23][NH:22][CH2:21][CH2:20]1)([CH3:12])[CH3:11].Cl.FC(F)(F)C1C=CC=C[C:31]=1[O:32]C1CCNCC1, predict the reaction product. (2) Given the reactants Cl[C:2]1[N:7]=[C:6]([O:8][C@@H:9]([C@H:11]2[CH2:15][NH:14][C:13](=[O:16])[CH2:12]2)[CH3:10])[C:5]2[N:17]([CH:20]([F:22])[F:21])[CH:18]=[N:19][C:4]=2[CH:3]=1.[C:23]([O:27][C:28]([N:30]1[CH2:35][CH2:34][N:33]([C:36]2[CH:41]=[CH:40][C:39](B(O)O)=[CH:38][CH:37]=2)[CH2:32][CH2:31]1)=[O:29])([CH3:26])([CH3:25])[CH3:24].[O-]P([O-])([O-])=O.[K+].[K+].[K+], predict the reaction product. The product is: [F:21][CH:20]([F:22])[N:17]1[C:5]2[C:6]([O:8][C@@H:9]([C@@H:11]3[CH2:12][C:13](=[O:16])[NH:14][CH2:15]3)[CH3:10])=[N:7][C:2]([C:39]3[CH:38]=[CH:37][C:36]([N:33]4[CH2:32][CH2:31][N:30]([C:28]([O:27][C:23]([CH3:26])([CH3:25])[CH3:24])=[O:29])[CH2:35][CH2:34]4)=[CH:41][CH:40]=3)=[CH:3][C:4]=2[N:19]=[CH:18]1. (3) Given the reactants [C:1]([O:5][C:6]([N:8]1[CH2:13][CH2:12][NH:11][C@@H:10]([CH3:14])[CH2:9]1)=[O:7])([CH3:4])([CH3:3])[CH3:2].[CH3:15][C:16]1([CH3:23])[O:20][C@@H:19]([CH:21]=O)[CH2:18][O:17]1.C=O, predict the reaction product. The product is: [CH3:15][C:16]1([CH3:23])[O:20][C@@H:19]([CH2:21][N:11]2[CH2:12][CH2:13][N:8]([C:6]([O:5][C:1]([CH3:4])([CH3:2])[CH3:3])=[O:7])[CH2:9][C@@H:10]2[CH3:14])[CH2:18][O:17]1.